The task is: Predict which catalyst facilitates the given reaction.. This data is from Catalyst prediction with 721,799 reactions and 888 catalyst types from USPTO. (1) Reactant: O[CH2:2][CH:3]([NH:11][C:12]1[NH:13][N:14]2[C:21]([CH:22]([CH3:24])[CH3:23])=[N:20][CH:19]=[C:15]2[C:16](=[O:18])[N:17]=1)[C:4]1[CH:9]=[CH:8][C:7]([CH3:10])=[CH:6][CH:5]=1.S(Cl)(C)(=O)=O. Product: [CH:22]([C:21]1[N:14]2[C:15]([C:16](=[O:18])[N:17]3[CH2:2][CH:3]([C:4]4[CH:9]=[CH:8][C:7]([CH3:10])=[CH:6][CH:5]=4)[N:11]=[C:12]3[NH:13]2)=[CH:19][N:20]=1)([CH3:24])[CH3:23]. The catalyst class is: 2. (2) Reactant: [S:1]1[C:5]2[CH:6]=[CH:7][CH:8]=[CH:9][C:4]=2[N:3]=[C:2]1[NH:10][C@H:11]1[CH2:14][C@@H:13]([NH2:15])[CH2:12]1.[Cl:16][C:17]1[C:18]([C:23]([CH3:28])([CH3:27])[C:24](O)=[O:25])=[N:19][CH:20]=[CH:21][N:22]=1.CN(C(ON1N=NC2C=CC=NC1=2)=[N+](C)C)C.F[P-](F)(F)(F)(F)F.C(N(CC)CC)C. Product: [S:1]1[C:5]2[CH:6]=[CH:7][CH:8]=[CH:9][C:4]=2[N:3]=[C:2]1[NH:10][C@@H:11]1[CH2:12][C@H:13]([NH:15][C:24](=[O:25])[C:23]([C:18]2[C:17]([Cl:16])=[N:22][CH:21]=[CH:20][N:19]=2)([CH3:28])[CH3:27])[CH2:14]1. The catalyst class is: 34. (3) Reactant: [CH3:1][C:2]1[C:10]([N+:11]([O-:13])=[O:12])=[CH:9][CH:8]=[CH:7][C:3]=1[C:4]([OH:6])=[O:5].[Br:14]N1C(C)(C)C(=O)N(Br)C1=O. Product: [Br:14][C:8]1[CH:9]=[C:10]([N+:11]([O-:13])=[O:12])[C:2]([CH3:1])=[C:3]([CH:7]=1)[C:4]([OH:6])=[O:5]. The catalyst class is: 82.